From a dataset of Forward reaction prediction with 1.9M reactions from USPTO patents (1976-2016). Predict the product of the given reaction. (1) Given the reactants [C:1]([O:5][C:6]([NH:8][C@@H:9]1[C@H:14]([NH:15][C:16]2[N:21]=[C:20](Cl)[C:19]3[C:23](=[O:33])[N:24]([C:26]([O:28][C:29]([CH3:32])([CH3:31])[CH3:30])=[O:27])[CH2:25][C:18]=3[C:17]=2[F:34])[CH2:13][CH2:12][O:11][CH2:10]1)=[O:7])([CH3:4])([CH3:3])[CH3:2].[CH3:35][N:36]1[C:40]([CH3:41])=[C:39]2[S:42][C:43]([Sn](CCCC)(CCCC)CCCC)=[CH:44][C:38]2=[N:37]1, predict the reaction product. The product is: [C:1]([O:5][C:6]([NH:8][C@@H:9]1[C@H:14]([NH:15][C:16]2[N:21]=[C:20]([C:43]3[S:42][C:39]4[C:38](=[N:37][N:36]([CH3:35])[C:40]=4[CH3:41])[CH:44]=3)[C:19]3[C:23](=[O:33])[N:24]([C:26]([O:28][C:29]([CH3:32])([CH3:31])[CH3:30])=[O:27])[CH2:25][C:18]=3[C:17]=2[F:34])[CH2:13][CH2:12][O:11][CH2:10]1)=[O:7])([CH3:4])([CH3:3])[CH3:2]. (2) Given the reactants [CH3:1][O:2][C:3]([C:5]1[S:6][C:7]([CH:27]2[CH2:32][CH2:31][CH2:30][CH:29]=[CH:28]2)=[CH:8][C:9]=1[N:10]([C:18]([C@H:20]1[CH2:25][CH2:24][C@H:23]([CH3:26])[CH2:22][CH2:21]1)=[O:19])[CH:11]1[CH2:16][CH2:15][C:14](=[O:17])[CH2:13][CH2:12]1)=[O:4].[BH4-].[Na+].Cl, predict the reaction product. The product is: [CH3:1][O:2][C:3]([C:5]1[S:6][C:7]([CH:27]2[CH2:32][CH2:31][CH2:30][CH:29]=[CH:28]2)=[CH:8][C:9]=1[N:10]([C@H:11]1[CH2:16][CH2:15][C@H:14]([OH:17])[CH2:13][CH2:12]1)[C:18]([C@H:20]1[CH2:21][CH2:22][C@H:23]([CH3:26])[CH2:24][CH2:25]1)=[O:19])=[O:4].